This data is from Full USPTO retrosynthesis dataset with 1.9M reactions from patents (1976-2016). The task is: Predict the reactants needed to synthesize the given product. (1) Given the product [N:31]1([C:1]([O:2][C:3]2[CH:8]=[CH:7][C:6]([CH2:9][C@@H:10]3[C@@H:14]([CH2:15][C:16]4[CH:21]=[CH:20][C:19]([O:22][CH3:23])=[C:18]([O:24][CH3:25])[CH:17]=4)[CH2:13][O:12][C:11]3=[O:26])=[CH:5][C:4]=2[O:27][CH3:28])=[O:29])[CH2:35][CH2:34][CH2:33][CH2:32]1, predict the reactants needed to synthesize it. The reactants are: [C:1](Cl)(=[O:29])[O:2][C:3]1[CH:8]=[CH:7][C:6]([CH2:9][C@@H:10]2[C@@H:14]([CH2:15][C:16]3[CH:21]=[CH:20][C:19]([O:22][CH3:23])=[C:18]([O:24][CH3:25])[CH:17]=3)[CH2:13][O:12][C:11]2=[O:26])=[CH:5][C:4]=1[O:27][CH3:28].[NH:31]1[CH2:35][CH2:34][CH2:33][CH2:32]1.[NH4+].[Cl-]. (2) Given the product [ClH:45].[C:38]1([C:37]#[C:36][C:32]2[CH:31]=[C:30]([CH:35]=[CH:34][CH:33]=2)[C:29]([N:26]2[CH2:25][CH2:24][CH:23]([C:19]3[CH:18]=[C:17]([CH:22]=[CH:21][CH:20]=3)[CH2:16][NH2:8])[CH2:28][CH2:27]2)=[O:44])[CH:39]=[CH:40][CH:41]=[CH:42][CH:43]=1, predict the reactants needed to synthesize it. The reactants are: C(OC([N:8]([CH2:16][C:17]1[CH:22]=[CH:21][CH:20]=[C:19]([CH:23]2[CH2:28][CH2:27][N:26]([C:29](=[O:44])[C:30]3[CH:35]=[CH:34][CH:33]=[C:32]([C:36]#[C:37][C:38]4[CH:43]=[CH:42][CH:41]=[CH:40][CH:39]=4)[CH:31]=3)[CH2:25][CH2:24]2)[CH:18]=1)C(OC(C)(C)C)=O)=O)(C)(C)C.[ClH:45].